This data is from Catalyst prediction with 721,799 reactions and 888 catalyst types from USPTO. The task is: Predict which catalyst facilitates the given reaction. (1) Reactant: [BH4-].[Na+].[F:3][CH:4]([F:16])[O:5][C:6]1[CH:13]=[CH:12][C:9]([CH:10]=[O:11])=[CH:8][C:7]=1[O:14][CH3:15]. Product: [F:3][CH:4]([F:16])[O:5][C:6]1[CH:13]=[CH:12][C:9]([CH2:10][OH:11])=[CH:8][C:7]=1[O:14][CH3:15]. The catalyst class is: 5. (2) Reactant: [N+:1]([C:4]1[CH:5]=[C:6]([CH:9]=[CH:10][CH:11]=1)[CH:7]=O)([O-:3])=[O:2].[CH2:12]([O:14][C:15](=[O:25])[CH2:16]P(OCC)(OCC)=O)[CH3:13].[H-].[Na+].O. Product: [N+:1]([C:4]1[CH:5]=[C:6]([CH:7]=[CH:16][C:15]([O:14][CH2:12][CH3:13])=[O:25])[CH:9]=[CH:10][CH:11]=1)([O-:3])=[O:2]. The catalyst class is: 3. (3) Reactant: Cl.Cl.[NH2:3][CH2:4][CH2:5][N:6]1[C:14]2[C:13]([NH:15][C:16]3[CH:21]=[CH:20][C:19]([O:22][C:23]4[C:28]5[CH:29]=[N:30][S:31][C:27]=5[CH:26]=[CH:25][CH:24]=4)=[C:18]([Cl:32])[CH:17]=3)=[N:12][CH:11]=[N:10][C:9]=2[CH:8]=[CH:7]1.[CH3:33][C:34]([CH3:45])([CH3:44])[C:35](O[C:35](=[O:36])[C:34]([CH3:45])([CH3:44])[CH3:33])=[O:36].C(N(CC)CC)C.CN(C)C=O. Product: [S:31]1[C:27]2[CH:26]=[CH:25][CH:24]=[C:23]([O:22][C:19]3[CH:20]=[CH:21][C:16]([NH:15][C:13]4[C:14]5[N:6]([CH2:5][CH2:4][NH:3][C:35](=[O:36])[C:34]([CH3:45])([CH3:44])[CH3:33])[CH:7]=[CH:8][C:9]=5[N:10]=[CH:11][N:12]=4)=[CH:17][C:18]=3[Cl:32])[C:28]=2[CH:29]=[N:30]1. The catalyst class is: 6. (4) Reactant: [CH3:1][C:2]1[CH:7]=[CH:6][C:5]([O:8][C:9]2[CH:14]=[CH:13][C:12]([N+:15]([O-])=O)=[CH:11][C:10]=2[CH3:18])=[CH:4][N:3]=1.[H][H]. Product: [CH3:18][C:10]1[CH:11]=[C:12]([NH2:15])[CH:13]=[CH:14][C:9]=1[O:8][C:5]1[CH:4]=[N:3][C:2]([CH3:1])=[CH:7][CH:6]=1. The catalyst class is: 29.